Dataset: Forward reaction prediction with 1.9M reactions from USPTO patents (1976-2016). Task: Predict the product of the given reaction. (1) Given the reactants [O:1]=[C:2]1[N:8]([CH:9]2[CH2:14][CH2:13][N:12]([C:15]([O:17][C@@H:18]([C:29](O)=[O:30])[CH2:19][C:20]3[CH:25]=[C:24]([CH3:26])[C:23]([OH:27])=[C:22]([CH3:28])[CH:21]=3)=[O:16])[CH2:11][CH2:10]2)[CH2:7][CH2:6][C:5]2[CH:32]=[CH:33][CH:34]=[CH:35][C:4]=2[NH:3]1.[CH3:36][N:37]1[CH2:42][CH2:41][CH:40]([CH:43]2[CH2:48][CH2:47][NH:46][CH2:45][CH2:44]2)[CH2:39][CH2:38]1, predict the reaction product. The product is: [O:1]=[C:2]1[N:8]([CH:9]2[CH2:14][CH2:13][N:12]([C:15]([O:17][C@H:18]([CH2:19][C:20]3[CH:25]=[C:24]([CH3:26])[C:23]([OH:27])=[C:22]([CH3:28])[CH:21]=3)[C:29]([N:46]3[CH2:47][CH2:48][CH:43]([CH:40]4[CH2:39][CH2:38][N:37]([CH3:36])[CH2:42][CH2:41]4)[CH2:44][CH2:45]3)=[O:30])=[O:16])[CH2:11][CH2:10]2)[CH2:7][CH2:6][C:5]2[CH:32]=[CH:33][CH:34]=[CH:35][C:4]=2[NH:3]1. (2) Given the reactants [O:1]1[CH2:6][CH2:5][N:4]([C:7]2[N:12]=[C:11]([Cl:13])N=C(Cl)C=2)[CH2:3][CH2:2]1.[F:15][C:16]([F:30])([F:29])[C:17]1[C:18]([N:23]2[CH2:28][CH2:27][NH:26][CH2:25][CH2:24]2)=[N:19][CH:20]=[CH:21][CH:22]=1.C([O-])([O-])=O.[K+].[K+].[CH3:37][C:38]#[N:39], predict the reaction product. The product is: [Cl:13][C:11]1[CH:37]=[C:38]([N:26]2[CH2:25][CH2:24][N:23]([C:18]3[C:17]([C:16]([F:15])([F:29])[F:30])=[CH:22][CH:21]=[CH:20][N:19]=3)[CH2:28][CH2:27]2)[N:39]=[C:7]([N:4]2[CH2:3][CH2:2][O:1][CH2:6][CH2:5]2)[N:12]=1. (3) Given the reactants Br[C:2]1[S:6][C:5]([C:7](Cl)=[O:8])=[CH:4][CH:3]=1.[NH2:10][C:11]1[CH:16]=[CH:15][CH:14]=[CH:13][CH:12]=1.[N:17]1[CH:22]=[CH:21][C:20](B(O)O)=[CH:19][CH:18]=1, predict the reaction product. The product is: [C:11]1([NH:10][C:7]([C:5]2[S:6][C:2]([C:20]3[CH:21]=[CH:22][N:17]=[CH:18][CH:19]=3)=[CH:3][CH:4]=2)=[O:8])[CH:16]=[CH:15][CH:14]=[CH:13][CH:12]=1. (4) Given the reactants Cl[C:2]1[C:3]([C:18]([O:20][CH3:21])=[O:19])=[CH:4][C:5]([C:8]2[CH:9]=[N:10][C:11]([C:14]([F:17])([F:16])[F:15])=[N:12][CH:13]=2)=[N:6][CH:7]=1.[Zn](C)[CH3:23], predict the reaction product. The product is: [CH3:23][C:2]1[C:3]([C:18]([O:20][CH3:21])=[O:19])=[CH:4][C:5]([C:8]2[CH:9]=[N:10][C:11]([C:14]([F:17])([F:16])[F:15])=[N:12][CH:13]=2)=[N:6][CH:7]=1. (5) Given the reactants Br[C:2]1[CH:3]=[CH:4][C:5](/[CH:8]=[CH:9]/[CH:10]2[C:19]3[C:18](=[O:20])[CH2:17][C:16]([CH3:22])([CH3:21])[CH2:15][C:14]=3[NH:13][C:12]3[NH:23][N:24]=[CH:25][C:11]2=3)=[N:6][CH:7]=1.[CH2:26]1[CH:28]([CH2:29][C:30]([NH2:32])=[O:31])[CH2:27]1.[F:33][C:34]1[CH:35]=[C:36](B(O)O)[CH:37]=[CH:38][C:39]=1[F:40].[O-]P([O-])([O-])=O.[K+].[K+].[K+], predict the reaction product. The product is: [F:33][C:34]1[CH:35]=[C:36]([C:2]2[CH:3]=[CH:4][C:5](/[CH:8]=[CH:9]/[CH:10]3[C:19]4[C:18](=[O:20])[CH2:17][C:16]([CH3:22])([CH3:21])[CH2:15][C:14]=4[NH:13][C:12]4[NH:23][N:24]=[CH:25][C:11]3=4)=[N:6][CH:7]=2)[CH:37]=[CH:38][C:39]=1[F:40].[CH2:27]1[CH:28]([CH2:29][C:30]([NH2:32])=[O:31])[CH2:26]1. (6) Given the reactants Cl.Cl[CH2:3][CH2:4][N:5]([CH2:13][C:14]1[CH:19]=[CH:18][CH:17]=[CH:16][CH:15]=1)[CH2:6][C:7]1[CH:12]=[CH:11][CH:10]=[CH:9][CH:8]=1.[NH:20]1[CH:24]=[CH:23][N:22]=[N:21]1.[Li+].[Cl-].CC([O-])(C)C.[Na+], predict the reaction product. The product is: [CH2:6]([N:5]([CH2:13][C:14]1[CH:19]=[CH:18][CH:17]=[CH:16][CH:15]=1)[CH2:4][CH2:3][N:20]1[CH:24]=[CH:23][N:22]=[N:21]1)[C:7]1[CH:12]=[CH:11][CH:10]=[CH:9][CH:8]=1. (7) Given the reactants [S:1]1[CH:5]=[CH:4][N:3]=[C:2]1[C:6]([NH:8][NH2:9])=O.[NH2:10][C:11](=S)[C:12]([O:14][CH2:15][CH3:16])=[O:13].[Cl-].[NH4+], predict the reaction product. The product is: [S:1]1[CH:5]=[CH:4][N:3]=[C:2]1[C:6]1[N:10]=[C:11]([C:12]([O:14][CH2:15][CH3:16])=[O:13])[NH:9][N:8]=1. (8) Given the reactants [F:1][C:2]1[C:9]([F:10])=[CH:8][CH:7]=[CH:6][C:3]=1[CH:4]=[O:5].C1C(=O)N([Br:18])C(=O)C1, predict the reaction product. The product is: [Br:18][C:7]1[CH:8]=[C:9]([F:10])[C:2]([F:1])=[C:3]([CH:6]=1)[CH:4]=[O:5]. (9) Given the reactants [C:1]([N:4]1[CH2:9][CH2:8][CH:7]([N:10]([C:27]([O:29][C:30]([CH3:33])([CH3:32])[CH3:31])=[O:28])[N:11](C(=O)C2C=CC=CC=2)[C:12]([O:14][C:15]([CH3:18])([CH3:17])[CH3:16])=[O:13])[CH2:6][CH2:5]1)(=[O:3])[CH3:2].O.[OH-].[Li+], predict the reaction product. The product is: [C:1]([N:4]1[CH2:5][CH2:6][CH:7]([N:10]([C:27]([O:29][C:30]([CH3:33])([CH3:32])[CH3:31])=[O:28])[NH:11][C:12]([O:14][C:15]([CH3:16])([CH3:17])[CH3:18])=[O:13])[CH2:8][CH2:9]1)(=[O:3])[CH3:2]. (10) Given the reactants FC(F)(F)C(O)=O.[Cl:8][C:9]1[C:10]([NH:31][C@@H:32]2[C@@H:37]3[CH2:38][C@@H:34]([CH:35]=[CH:36]3)[C@@H:33]2[C:39]([NH2:41])=[O:40])=[C:11]2[N:17]=[C:16]([C:18]3[CH:23]=C[C:21]([CH2:24][N:25]4[CH2:30]COC[CH2:26]4)=[CH:20][CH:19]=3)[NH:15][C:12]2=[N:13][CH:14]=1.NC1C(N)=C(N[C@H]2[C@H]3C[C@H](C=C3)[C@H]2C(N)=O)C(Cl)=CN=1.CN(C)C1C=C(C=CC=1)C=O, predict the reaction product. The product is: [Cl:8][C:9]1[C:10]([NH:31][C@H:32]2[C@H:37]3[CH2:38][C@H:34]([CH:35]=[CH:36]3)[C@H:33]2[C:39]([NH2:41])=[O:40])=[C:11]2[N:17]=[C:16]([C:18]3[CH:19]=[CH:20][CH:21]=[C:24]([N:25]([CH3:30])[CH3:26])[CH:23]=3)[NH:15][C:12]2=[N:13][CH:14]=1.